This data is from Catalyst prediction with 721,799 reactions and 888 catalyst types from USPTO. The task is: Predict which catalyst facilitates the given reaction. (1) Reactant: [C:1]([OH:9])(=O)[C:2]1[CH:7]=[CH:6][N:5]=[CH:4][CH:3]=1.CN1CCOCC1.ClC(OCC(C)C)=O.[NH2:25][C:26]1[CH:27]=[C:28]([C:32]2[N:37]3[N:38]=[CH:39][C:40]([C:41]([C:43]4[S:44][CH:45]=[CH:46][CH:47]=4)=[O:42])=[C:36]3[N:35]=[CH:34][CH:33]=2)[CH:29]=[CH:30][CH:31]=1.C(N(CC)CC)C. Product: [S:44]1[CH:45]=[CH:46][CH:47]=[C:43]1[C:41]([C:40]1[CH:39]=[N:38][N:37]2[C:32]([C:28]3[CH:27]=[C:26]([NH:25][C:1](=[O:9])[C:2]4[CH:3]=[CH:4][N:5]=[CH:6][CH:7]=4)[CH:31]=[CH:30][CH:29]=3)=[CH:33][CH:34]=[N:35][C:36]=12)=[O:42]. The catalyst class is: 172. (2) Reactant: [Br:1][C:2]1[N:6]([CH3:7])[N:5]=[CH:4][C:3]=1[C:8](=O)[CH2:9][N:10]([CH:16]=O)[NH:11][C:12]([O:14][CH3:15])=[O:13].C([O-])(=O)C.[NH4+].C([NH2:26])=O.C(#N)C. The catalyst class is: 6. Product: [CH3:15][O:14][C:12](=[O:13])[NH:11][N:10]1[CH:9]=[C:8]([C:3]2[CH:4]=[N:5][N:6]([CH3:7])[C:2]=2[Br:1])[N:26]=[CH:16]1.